Dataset: Peptide-MHC class I binding affinity with 185,985 pairs from IEDB/IMGT. Task: Regression. Given a peptide amino acid sequence and an MHC pseudo amino acid sequence, predict their binding affinity value. This is MHC class I binding data. (1) The peptide sequence is ERLKIRGSL. The MHC is HLA-A03:01 with pseudo-sequence HLA-A03:01. The binding affinity (normalized) is 0. (2) The MHC is HLA-A02:12 with pseudo-sequence HLA-A02:12. The peptide sequence is VVPRYGVRL. The binding affinity (normalized) is 0.0971. (3) The peptide sequence is ILSPPINAPI. The MHC is HLA-A02:01 with pseudo-sequence HLA-A02:01. The binding affinity (normalized) is 0.663. (4) The peptide sequence is ESRTIRVLK. The MHC is HLA-A68:01 with pseudo-sequence HLA-A68:01. The binding affinity (normalized) is 0.495. (5) The peptide sequence is FTRYRKEAI. The MHC is HLA-B27:05 with pseudo-sequence HLA-B27:05. The binding affinity (normalized) is 0.0847. (6) The peptide sequence is NAILHNIYRL. The MHC is HLA-A68:02 with pseudo-sequence HLA-A68:02. The binding affinity (normalized) is 0.391. (7) The peptide sequence is IPVTMTLWYM. The MHC is HLA-B07:02 with pseudo-sequence HLA-B07:02. The binding affinity (normalized) is 0.389. (8) The peptide sequence is GLLCLTLFV. The MHC is HLA-A02:06 with pseudo-sequence HLA-A02:06. The binding affinity (normalized) is 0.741.